From a dataset of Full USPTO retrosynthesis dataset with 1.9M reactions from patents (1976-2016). Predict the reactants needed to synthesize the given product. (1) Given the product [NH2:32][C:26]1([CH2:25][NH:24][C:2]2[N:3]=[C:4]([NH:13][C:14]3[CH:19]=[CH:18][CH:17]=[C:16]([S:20]([CH3:23])(=[O:22])=[O:21])[CH:15]=3)[C:5]([C:10]([NH2:12])=[O:11])=[N:6][C:7]=2[CH2:8][CH3:9])[CH2:31][CH2:30][CH2:29][CH2:28][CH2:27]1, predict the reactants needed to synthesize it. The reactants are: Cl[C:2]1[N:3]=[C:4]([NH:13][C:14]2[CH:19]=[CH:18][CH:17]=[C:16]([S:20]([CH3:23])(=[O:22])=[O:21])[CH:15]=2)[C:5]([C:10]([NH2:12])=[O:11])=[N:6][C:7]=1[CH2:8][CH3:9].[NH2:24][CH2:25][C:26]1([NH2:32])[CH2:31][CH2:30][CH2:29][CH2:28][CH2:27]1.CN1C(=O)CCC1.C(OCC)(=O)C. (2) The reactants are: [F:1][C:2]1[CH:7]=[C:6](B(O)O)[CH:5]=[CH:4][N:3]=1.Br[C:12]1[CH:38]=[CH:37][C:15]2[N:16]([C:19]3[S:23][C:22]([C:24]([NH2:26])=[O:25])=[C:21]([O:27][C@@H:28]([C:30]4[CH:35]=[CH:34][CH:33]=[CH:32][C:31]=4[Cl:36])[CH3:29])[CH:20]=3)[CH:17]=[N:18][C:14]=2[CH:13]=1.C(=O)([O-])[O-].[Na+].[Na+]. Given the product [Cl:36][C:31]1[CH:32]=[CH:33][CH:34]=[CH:35][C:30]=1[C@H:28]([O:27][C:21]1[CH:20]=[C:19]([N:16]2[C:15]3[CH:37]=[CH:38][C:12]([C:6]4[CH:5]=[CH:4][N:3]=[C:2]([F:1])[CH:7]=4)=[CH:13][C:14]=3[N:18]=[CH:17]2)[S:23][C:22]=1[C:24]([NH2:26])=[O:25])[CH3:29], predict the reactants needed to synthesize it.